Dataset: Catalyst prediction with 721,799 reactions and 888 catalyst types from USPTO. Task: Predict which catalyst facilitates the given reaction. (1) Reactant: CO[C:3]([C:5]1[N:13]=[CH:12][C:11]2[NH:10][C:9]3[N:14]=[CH:15][C:16]([C:18]4[CH:23]=[CH:22][C:21]([CH2:24][N:25]5[CH2:30][CH2:29][CH2:28][CH2:27][CH2:26]5)=[CH:20][CH:19]=4)=[CH:17][C:8]=3[C:7]=2[CH:6]=1)=[O:4].[CH2:31]([NH2:33])[CH3:32]. Product: [CH2:31]([NH:33][C:3]([C:5]1[N:13]=[CH:12][C:11]2[NH:10][C:9]3[N:14]=[CH:15][C:16]([C:18]4[CH:19]=[CH:20][C:21]([CH2:24][N:25]5[CH2:26][CH2:27][CH2:28][CH2:29][CH2:30]5)=[CH:22][CH:23]=4)=[CH:17][C:8]=3[C:7]=2[CH:6]=1)=[O:4])[CH3:32]. The catalyst class is: 1. (2) Reactant: [Cl:1][C:2]1[CH:7]=[CH:6][CH:5]=[C:4]([N+:8]([O-])=O)[C:3]=1[CH2:11][CH2:12][N:13]([CH2:15][C:16]([OH:18])=O)[CH3:14].[H][H].C1(N=C=NC2CCCCC2)CCCCC1. Product: [Cl:1][C:2]1[C:3]2[CH2:11][CH2:12][N:13]([CH3:14])[CH2:15][C:16](=[O:18])[NH:8][C:4]=2[CH:5]=[CH:6][CH:7]=1. The catalyst class is: 465. (3) Reactant: Cl.[NH2:2][CH:3]1[CH2:8][CH2:7][CH:6]([N:9]2[C:21]3[C:20]4[N:19]=[C:18]([S:22][CH3:23])[N:17]=[CH:16][C:15]=4[CH:14]=[CH:13][C:12]=3[C:11]([C:24]([NH2:26])=[O:25])=[N:10]2)[CH2:5][CH2:4]1.[CH2:27]([N:29]=[C:30]=[O:31])[CH3:28].CCN(C(C)C)C(C)C.C([O-])(O)=O.[Na+]. Product: [CH2:27]([NH:29][C:30]([NH:2][CH:3]1[CH2:8][CH2:7][CH:6]([N:9]2[C:21]3[C:20]4[N:19]=[C:18]([S:22][CH3:23])[N:17]=[CH:16][C:15]=4[CH:14]=[CH:13][C:12]=3[C:11]([C:24]([NH2:26])=[O:25])=[N:10]2)[CH2:5][CH2:4]1)=[O:31])[CH3:28]. The catalyst class is: 42. (4) Reactant: [CH2:1]([O:8][C:9](=[O:25])[C:10]1[CH:15]=[CH:14][CH:13]=[C:12]([O:16][C:17]2[CH:22]=[CH:21][C:20]([OH:23])=[C:19]([CH3:24])[CH:18]=2)[CH:11]=1)[C:2]1[CH:7]=[CH:6][CH:5]=[CH:4][CH:3]=1.[CH2:26]([O:28][C:29](=[O:32])[CH2:30]Br)[CH3:27].C(=O)([O-])[O-].[Cs+].[Cs+]. Product: [CH2:1]([O:8][C:9](=[O:25])[C:10]1[CH:15]=[CH:14][CH:13]=[C:12]([O:16][C:17]2[CH:22]=[CH:21][C:20]([O:23][CH2:30][C:29]([O:28][CH2:26][CH3:27])=[O:32])=[C:19]([CH3:24])[CH:18]=2)[CH:11]=1)[C:2]1[CH:7]=[CH:6][CH:5]=[CH:4][CH:3]=1. The catalyst class is: 3. (5) The catalyst class is: 5. Reactant: [CH:1]1[CH:2]=[C:3]2[C:10](=[O:11])[N:9]([CH:12]3[C:18](=[O:19])[NH:17][C:15](=[O:16])[CH2:14][CH2:13]3)[CH2:8][C:4]2=[C:5]([NH2:7])[CH:6]=1.O.O.O.O.O.O.[Br-:26].[Mg+2:27].[Br-].C(OCC)C. Product: [CH:1]1[CH:2]=[C:3]2[C:10](=[O:11])[N:9]([CH:12]3[C:18](=[O:19])[NH:17][C:15](=[O:16])[CH2:14][CH2:13]3)[CH2:8][C:4]2=[C:5]([NH2:7])[CH:6]=1.[Br-:26].[Mg+2:27].[Br-:26]. (6) Reactant: [CH3:1][C:2]1([CH3:40])[CH2:10][C:9]2[N:8]([CH2:11][O:12][CH2:13][CH2:14][Si:15]([CH3:18])([CH3:17])[CH3:16])[N:7]=[C:6]([C:19]3[N:20]([CH2:32][O:33][CH2:34][CH2:35][Si:36]([CH3:39])([CH3:38])[CH3:37])[C:21]4[C:26]([CH:27]=3)=[CH:25][CH:24]=[C:23]([C:28]([O:30]C)=[O:29])[CH:22]=4)[C:5]=2[CH2:4][CH2:3]1.O1CCCC1.[OH-].[Na+]. Product: [CH3:1][C:2]1([CH3:40])[CH2:10][C:9]2[N:8]([CH2:11][O:12][CH2:13][CH2:14][Si:15]([CH3:16])([CH3:17])[CH3:18])[N:7]=[C:6]([C:19]3[N:20]([CH2:32][O:33][CH2:34][CH2:35][Si:36]([CH3:37])([CH3:39])[CH3:38])[C:21]4[C:26]([CH:27]=3)=[CH:25][CH:24]=[C:23]([C:28]([OH:30])=[O:29])[CH:22]=4)[C:5]=2[CH2:4][CH2:3]1. The catalyst class is: 5. (7) Reactant: [OH:1][C:2]1[CH:11]=[CH:10][CH:9]=[C:8]2[C:3]=1[CH:4]=[CH:5][C:6]([CH2:12][N:13]1[CH2:18][CH2:17][CH:16]([C:19]([O:21][CH2:22][CH3:23])=[O:20])[CH2:15][CH2:14]1)=[CH:7]2.CS(O[C@H:29]1[CH2:34][CH2:33][C@@H:32]([C:35]([F:38])([F:37])[F:36])[CH2:31][CH2:30]1)(=O)=O.C([O-])([O-])=O.[Cs+].[Cs+]. Product: [F:36][C:35]([F:38])([F:37])[C@H:32]1[CH2:33][CH2:34][C@H:29]([O:1][C:2]2[CH:11]=[CH:10][CH:9]=[C:8]3[C:3]=2[CH:4]=[CH:5][C:6]([CH2:12][N:13]2[CH2:14][CH2:15][CH:16]([C:19]([O:21][CH2:22][CH3:23])=[O:20])[CH2:17][CH2:18]2)=[CH:7]3)[CH2:30][CH2:31]1. The catalyst class is: 218. (8) Reactant: C[O:2][C:3](=[O:31])[CH2:4][CH:5]1[CH2:10][CH2:9][CH:8]([C:11]2[CH:16]=[CH:15][C:14]([C:17]3[CH:18]=[N:19][C:20]([NH:23][C:24]4[CH:29]=[CH:28][CH:27]=[C:26]([F:30])[CH:25]=4)=[N:21][CH:22]=3)=[CH:13][CH:12]=2)[CH2:7][CH2:6]1.[Li+].[OH-]. Product: [F:30][C:26]1[CH:25]=[C:24]([NH:23][C:20]2[N:19]=[CH:18][C:17]([C:14]3[CH:15]=[CH:16][C:11]([CH:8]4[CH2:7][CH2:6][CH:5]([CH2:4][C:3]([OH:31])=[O:2])[CH2:10][CH2:9]4)=[CH:12][CH:13]=3)=[CH:22][N:21]=2)[CH:29]=[CH:28][CH:27]=1. The catalyst class is: 3. (9) Reactant: [CH3:1][C:2]([CH3:19])=[CH:3][CH2:4][N:5]1[C:13]2[C:8](=[CH:9][CH:10]=[CH:11][CH:12]=2)[C:7](/[CH:14]=[CH:15]/[C:16]([OH:18])=O)=[CH:6]1.[CH:20]([NH:23][NH:24][C:25](=[O:33])[C:26]1[CH:31]=[CH:30][C:29]([CH3:32])=[CH:28][CH:27]=1)([CH3:22])[CH3:21].CN(C(ON1N=NC2C=CC=NC1=2)=[N+](C)C)C.F[P-](F)(F)(F)(F)F.C(N(CC)C(C)C)(C)C. Product: [CH:20]([N:23]([C:16](=[O:18])/[CH:15]=[CH:14]/[C:7]1[C:8]2[C:13](=[CH:12][CH:11]=[CH:10][CH:9]=2)[N:5]([CH2:4][CH:3]=[C:2]([CH3:1])[CH3:19])[CH:6]=1)[NH:24][C:25](=[O:33])[C:26]1[CH:27]=[CH:28][C:29]([CH3:32])=[CH:30][CH:31]=1)([CH3:22])[CH3:21]. The catalyst class is: 31.